Dataset: Reaction yield outcomes from USPTO patents with 853,638 reactions. Task: Predict the reaction yield, written as a fraction of the theoretical maximum amount of product (1.0 means a 100% yield; for example, 0.34 means a 34% yield). (1) The reactants are [H-].[Na+].[NH2:3][C:4]1[CH:5]=[C:6]2[C:11](=[CH:12][CH:13]=1)[C:10]([OH:14])=[CH:9][CH:8]=[CH:7]2.S(OC)(O[CH3:19])(=O)=O. The catalyst is CN(C=O)C.O. The product is [CH3:19][O:14][C:10]1[CH:9]=[CH:8][CH:7]=[C:6]2[C:11]=1[CH:12]=[CH:13][C:4]([NH2:3])=[CH:5]2. The yield is 0.810. (2) The yield is 0.800. The product is [Br:11][C:9]1[CH:10]=[C:4]([N+:1]([O-:3])=[O:2])[CH:5]=[CH:6][C:7]=1[NH2:8]. The catalyst is CC(O)=O. The reactants are [N+:1]([C:4]1[CH:10]=[CH:9][C:7]([NH2:8])=[CH:6][CH:5]=1)([O-:3])=[O:2].[Br:11]Br.